This data is from Forward reaction prediction with 1.9M reactions from USPTO patents (1976-2016). The task is: Predict the product of the given reaction. (1) Given the reactants [Cl:1][C:2]1[CH:27]=[CH:26][C:5]2[C:6](=[O:25])[N:7]=[C:8]([C:10]3[N:15]=[C:14]([CH2:16][CH2:17][C:18]([OH:20])=[O:19])[CH:13]=[C:12]([S:21]([CH3:24])(=[O:23])=[O:22])[CH:11]=3)[S:9][C:4]=2[CH:3]=1.[CH2:28](N(CC)CC)[CH3:29].C(Cl)(=O)OCC.[Cl-].[NH4+], predict the reaction product. The product is: [Cl:1][C:2]1[CH:27]=[CH:26][C:5]2[C:6](=[O:25])[N:7]=[C:8]([C:10]3[N:15]=[C:14]([CH2:16][CH2:17][C:18]([O:20][CH2:28][CH3:29])=[O:19])[CH:13]=[C:12]([S:21]([CH3:24])(=[O:22])=[O:23])[CH:11]=3)[S:9][C:4]=2[CH:3]=1. (2) The product is: [C:1]([O:5][C:6](=[O:37])[CH2:7][C@H:8]([NH:16][S:17]([C:20]1[CH:25]=[CH:24][C:23]([NH2:26])=[CH:22][C:21]=1[OH:29])(=[O:18])=[O:19])[CH:9]([O:10][CH2:11][CH3:12])[O:13][CH2:14][CH3:15])([CH3:3])([CH3:4])[CH3:2]. Given the reactants [C:1]([O:5][C:6](=[O:37])[CH2:7][C@H:8]([NH:16][S:17]([C:20]1[CH:25]=[CH:24][C:23]([N+:26]([O-])=O)=[CH:22][C:21]=1[O:29]CC1C=CC=CC=1)(=[O:19])=[O:18])[CH:9]([O:13][CH2:14][CH3:15])[O:10][CH2:11][CH3:12])([CH3:4])([CH3:3])[CH3:2].[H][H], predict the reaction product. (3) Given the reactants [S:1]1[C:5]2[CH:6]=[CH:7][CH:8]=[CH:9][C:4]=2[N:3]=[C:2]1[NH:10][C:11](=[O:19])[C:12]1[CH:17]=[CH:16][CH:15]=[C:14]([CH3:18])[CH:13]=1.Br[CH2:21][C:22]([O:24][CH2:25][CH3:26])=[O:23].C(=O)([O-])[O-].[K+].[K+], predict the reaction product. The product is: [CH3:18][C:14]1[CH:13]=[C:12]([CH:17]=[CH:16][CH:15]=1)[C:11]([N:10]=[C:2]1[N:3]([CH2:21][C:22]([O:24][CH2:25][CH3:26])=[O:23])[C:4]2[CH:9]=[CH:8][CH:7]=[CH:6][C:5]=2[S:1]1)=[O:19]. (4) Given the reactants [C:1]([O:5][C:6]([N:8]1[CH2:12][CH2:11][CH2:10][CH:9]1[C:13]1[NH:14][C:15]([C:18]2[CH:27]=[CH:26][C:25]3[C:20](=[CH:21][CH:22]=[C:23](Br)[CH:24]=3)[CH:19]=2)=[CH:16][N:17]=1)=[O:7])([CH3:4])([CH3:3])[CH3:2].[CH3:29][O:30][C:31](=[O:66])[NH:32][CH:33]([C:37]([N:39]1[CH:44]([C:45]2[NH:46][C:47]([C:50]3[CH:55]=[CH:54][C:53](B4OC(C)(C)C(C)(C)O4)=[CH:52][CH:51]=3)=[CH:48][N:49]=2)[CH:43]2[CH2:65][CH:40]1[CH2:41][CH2:42]2)=[O:38])[CH:34]([CH3:36])[CH3:35], predict the reaction product. The product is: [C:1]([O:5][C:6]([N:8]1[CH2:12][CH2:11][CH2:10][CH:9]1[C:13]1[NH:14][C:15]([C:18]2[CH:27]=[CH:26][C:25]3[C:20](=[CH:21][CH:22]=[C:23]([C:53]4[CH:52]=[CH:51][C:50]([C:47]5[NH:46][C:45]([CH:44]6[CH:43]7[CH2:65][CH:40]([CH2:41][CH2:42]7)[N:39]6[C:37](=[O:38])[CH:33]([NH:32][C:31]([O:30][CH3:29])=[O:66])[CH:34]([CH3:36])[CH3:35])=[N:49][CH:48]=5)=[CH:55][CH:54]=4)[CH:24]=3)[CH:19]=2)=[CH:16][N:17]=1)=[O:7])([CH3:4])([CH3:3])[CH3:2]. (5) Given the reactants Cl.Cl.N1CCCCC1C1C=CC(C([NH:15][C:16]2[CH:21]=[CH:20][N:19]=[CH:18][CH:17]=2)=O)=CC=1.C(OC([NH:31][CH:32]([C:34]1[C:43]2[C:38](=[CH:39][CH:40]=[CH:41][CH:42]=2)[C:37]([C:44]([OH:46])=[O:45])=[CH:36][CH:35]=1)[CH3:33])=O)(C)(C)C, predict the reaction product. The product is: [NH2:31][CH:32]([C:34]1[C:43]2[C:38](=[CH:39][CH:40]=[CH:41][CH:42]=2)[C:37]([C:44]([OH:46])=[O:45])=[CH:36][CH:35]=1)[CH3:33].[NH2:15][C:16]1[CH:21]=[CH:20][N:19]=[CH:18][CH:17]=1.